This data is from CYP2C19 inhibition data for predicting drug metabolism from PubChem BioAssay. The task is: Regression/Classification. Given a drug SMILES string, predict its absorption, distribution, metabolism, or excretion properties. Task type varies by dataset: regression for continuous measurements (e.g., permeability, clearance, half-life) or binary classification for categorical outcomes (e.g., BBB penetration, CYP inhibition). Dataset: cyp2c19_veith. The drug is Cc1ccc2c(c1)N(CCC(=O)N1CCC3(CC1)OCCO3)C(=O)C(C)O2. The result is 1 (inhibitor).